From a dataset of Human liver microsome stability data. Regression/Classification. Given a drug SMILES string, predict its absorption, distribution, metabolism, or excretion properties. Task type varies by dataset: regression for continuous measurements (e.g., permeability, clearance, half-life) or binary classification for categorical outcomes (e.g., BBB penetration, CYP inhibition). Dataset: hlm. (1) The drug is CN1CCc2c(n(C)c3cc(-n4ccc(OCc5ccccc5)cc4=O)ccc23)C1. The result is 0 (unstable in human liver microsomes). (2) The molecule is O=C(Nc1nc(-c2ccccc2)ns1)[C@@H]1CCCCN1C(=O)N1CCS(=O)(=O)CC1. The result is 0 (unstable in human liver microsomes).